This data is from Catalyst prediction with 721,799 reactions and 888 catalyst types from USPTO. The task is: Predict which catalyst facilitates the given reaction. Reactant: [CH2:1]1[C@@H:6]([NH:7][C:8]([C@@H:10]([OH:14])[CH2:11][CH2:12][NH2:13])=[O:9])[C@H:5]([O:15][C@H:16]2[O:21][C@H:20]([CH2:22][OH:23])[C@@H:19]([OH:24])[C@H:18]([NH2:25])[C@H:17]2[OH:26])[C@@H:4]([OH:27])[C@H:3]([O:28][C@H:29]2[O:34][C@H:33]([CH2:35][NH2:36])[C@@H:32]([OH:37])[C@H:31]([OH:38])[C@H:30]2[OH:39])[C@H:2]1[NH2:40].OS(O)(=O)=O. Product: [CH2:1]1[C@@H:6]([NH:7][C:8]([C@@H:10]([OH:14])[CH2:11][CH2:12][NH2:13])=[O:9])[C@H:5]([O:15][C@H:16]2[O:21][C@H:20]([CH2:22][OH:23])[C@@H:19]([OH:24])[C@H:18]([NH2:25])[C@H:17]2[OH:26])[C@@H:4]([OH:27])[C@H:3]([O:28][C@H:29]2[O:34][C@H:33]([CH2:35][NH2:36])[C@@H:32]([OH:37])[C@H:31]([OH:38])[C@H:30]2[OH:39])[C@H:2]1[NH2:40]. The catalyst class is: 6.